Dataset: Retrosynthesis with 50K atom-mapped reactions and 10 reaction types from USPTO. Task: Predict the reactants needed to synthesize the given product. (1) Given the product CCOC(=O)c1sc(N=[N+]=[N-])nc1-c1ccc(C(F)(F)F)cc1, predict the reactants needed to synthesize it. The reactants are: CCOC(=O)c1sc(Cl)nc1-c1ccc(C(F)(F)F)cc1.[N-]=[N+]=[N-]. (2) Given the product COc1cc(Cl)c(-c2ccc(Cl)cc2)cc1C(=O)N1CCNC(C#N)C1, predict the reactants needed to synthesize it. The reactants are: COc1cc(Cl)c(-c2ccc(Cl)cc2)cc1C(=O)O.N#CC1CNCCN1. (3) Given the product CC(O)(C1=CCN(CCCC(=O)c2ccc(F)cc2)CC1)c1ccc(F)cc1, predict the reactants needed to synthesize it. The reactants are: CC(O)(C1=CCNCC1)c1ccc(F)cc1.O=C(CCCCl)c1ccc(F)cc1. (4) Given the product Cc1cc2nc(NC(=O)c3ccc(C(C)(C)O)cc3)cc(-c3ccccc3)n2n1, predict the reactants needed to synthesize it. The reactants are: Cc1cc2nc(NC(=O)c3ccc(C(C)(C)O)cc3)cc(Cl)n2n1.OB(O)c1ccccc1. (5) Given the product CC(O)c1cnc(-c2ccc(Cl)cc2)s1, predict the reactants needed to synthesize it. The reactants are: CC(=O)c1cnc(-c2ccc(Cl)cc2)s1. (6) Given the product NCCNc1ccc(N2CCOC2=O)cc1[N+](=O)[O-], predict the reactants needed to synthesize it. The reactants are: NCCN.O=C1OCCN1c1ccc(F)c([N+](=O)[O-])c1.